Task: Regression. Given a peptide amino acid sequence and an MHC pseudo amino acid sequence, predict their binding affinity value. This is MHC class I binding data.. Dataset: Peptide-MHC class I binding affinity with 185,985 pairs from IEDB/IMGT (1) The peptide sequence is PKRSVMLIG. The MHC is HLA-A24:02 with pseudo-sequence HLA-A24:02. The binding affinity (normalized) is 0.0244. (2) The binding affinity (normalized) is 0. The MHC is HLA-B40:02 with pseudo-sequence HLA-B40:02. The peptide sequence is RKCCRAKFKQLLQH. (3) The peptide sequence is YHVWIGDCI. The MHC is Mamu-B17 with pseudo-sequence Mamu-B17. The binding affinity (normalized) is 0.304. (4) The MHC is HLA-C08:02 with pseudo-sequence HLA-C08:02. The binding affinity (normalized) is 0.0847. The peptide sequence is RIFPATHYV. (5) The binding affinity (normalized) is 0.273. The peptide sequence is DLKDQIAQL. The MHC is HLA-A02:02 with pseudo-sequence HLA-A02:02. (6) The peptide sequence is VSTGESSILR. The MHC is HLA-A11:01 with pseudo-sequence HLA-A11:01. The binding affinity (normalized) is 0.508. (7) The peptide sequence is KVFPYALINK. The MHC is Mamu-A02 with pseudo-sequence Mamu-A02. The binding affinity (normalized) is 0.327.